From a dataset of Ames mutagenicity test results for genotoxicity prediction. Regression/Classification. Given a drug SMILES string, predict its toxicity properties. Task type varies by dataset: regression for continuous values (e.g., LD50, hERG inhibition percentage) or binary classification for toxic/non-toxic outcomes (e.g., AMES mutagenicity, cardiotoxicity, hepatotoxicity). Dataset: ames. (1) The drug is NC(CSC(F)(F)C(Br)Br)C(=O)O. The result is 1 (mutagenic). (2) The molecule is CCCCNC(=O)NS(=O)(=O)c1ccc(C)cc1. The result is 0 (non-mutagenic). (3) The drug is O=c1c(=O)c2cccc3ccc4cccc1c4c32. The result is 0 (non-mutagenic). (4) The drug is O=Cc1cccc(Cl)c1. The result is 0 (non-mutagenic). (5) The drug is CC(C)(C)OC(=O)C(N)CN=[N+]=[N-]. The result is 1 (mutagenic). (6) The drug is Cc1ccccc1NO. The result is 1 (mutagenic). (7) The drug is c1ccc(C2CO2)cc1. The result is 1 (mutagenic).